From a dataset of Catalyst prediction with 721,799 reactions and 888 catalyst types from USPTO. Predict which catalyst facilitates the given reaction. (1) Reactant: [OH-].[Na+:2].[Cl:3][C:4]1[CH:9]=[CH:8][C:7]([S:10]([C:13]2[C:21]3[C:16](=[CH:17][CH:18]=[C:19](C)[CH:20]=3)[N:15]([CH2:23][C:24]([OH:26])=[O:25])[C:14]=2[CH3:27])(=[O:12])=[O:11])=[CH:6][CH:5]=1.[Cl:28]C1C=CC(S(C2C3C(=CC=C(C)C=3)N(CC(OCC)=O)C=2C)(=O)=O)=CC=1. Product: [Cl:28][C:19]1[CH:20]=[C:21]2[C:16](=[CH:17][CH:18]=1)[N:15]([CH2:23][C:24]([O-:26])=[O:25])[C:14]([CH3:27])=[C:13]2[S:10]([C:7]1[CH:8]=[CH:9][C:4]([Cl:3])=[CH:5][CH:6]=1)(=[O:12])=[O:11].[Na+:2]. The catalyst class is: 1. (2) Reactant: Br[C:2]1[CH:3]=[C:4]2[C:9](=[CH:10][CH:11]=1)[N:8]=[C:7]([NH:12][C:13]([CH:15]1[CH2:20][CH2:19][CH2:18][CH2:17][CH2:16]1)=[O:14])[CH:6]=[CH:5]2.[B:21]1([B:21]2[O:25][C:24]([CH3:27])([CH3:26])[C:23]([CH3:29])([CH3:28])[O:22]2)[O:25][C:24]([CH3:27])([CH3:26])[C:23]([CH3:29])([CH3:28])[O:22]1.C([O-])(=O)C.[K+].N#N.C(Cl)Cl. Product: [CH3:28][C:23]1([CH3:29])[C:24]([CH3:27])([CH3:26])[O:25][B:21]([C:2]2[CH:3]=[C:4]3[C:9](=[CH:10][CH:11]=2)[N:8]=[C:7]([NH:12][C:13]([CH:15]2[CH2:20][CH2:19][CH2:18][CH2:17][CH2:16]2)=[O:14])[CH:6]=[CH:5]3)[O:22]1. The catalyst class is: 800.